Dataset: Forward reaction prediction with 1.9M reactions from USPTO patents (1976-2016). Task: Predict the product of the given reaction. (1) Given the reactants [CH:1]1([NH:4][C:5](=[O:24])[C@H:6]([N:10]2[CH:19]=[CH:18][C:17]3[C:12](=[CH:13][CH:14]=[CH:15][C:16]=3[N+:20]([O-])=O)[C:11]2=[O:23])[CH:7]([CH3:9])[CH3:8])[CH2:3][CH2:2]1.CO, predict the reaction product. The product is: [NH2:20][C:16]1[CH:15]=[CH:14][CH:13]=[C:12]2[C:17]=1[CH:18]=[CH:19][N:10]([C@H:6]([CH:7]([CH3:9])[CH3:8])[C:5]([NH:4][CH:1]1[CH2:3][CH2:2]1)=[O:24])[C:11]2=[O:23]. (2) The product is: [C:13]([O:17][C:18](=[O:19])[N:20]([C@H:22]([CH2:26][C:27]1[CH:32]=[CH:31][CH:30]=[CH:29][CH:28]=1)[C:23]([N:34]1[CH2:38][CH2:37][CH2:6][C@H:5]1[CH2:4][N:3]([CH3:2])[CH3:12])=[O:25])[CH3:21])([CH3:14])([CH3:15])[CH3:16]. Given the reactants Cl.[CH3:2][N:3]([CH3:12])[CH2:4][CH2:5][CH2:6]N=C=NCC.[C:13]([O:17][C:18]([N:20]([C@H:22]([CH2:26][C:27]1[CH:32]=[CH:31][CH:30]=[CH:29][CH:28]=1)[C:23]([OH:25])=O)[CH3:21])=[O:19])([CH3:16])([CH3:15])[CH3:14].O[N:34]1[C:38]2N=CC=C[C:37]=2N=N1.C(N(C(C)C)C(C)C)C, predict the reaction product. (3) Given the reactants [NH2:1][C:2]1[CH:7]=[CH:6][C:5]([CH2:8][C:9]([OH:11])=[O:10])=[C:4]([F:12])[C:3]=1[OH:13].[Cl:14][C:15]1[CH:20]=[CH:19][CH:18]=[CH:17][C:16]=1[N:21]=[C:22]=S.[CH3:24]O, predict the reaction product. The product is: [Cl:14][C:15]1[CH:20]=[CH:19][CH:18]=[CH:17][C:16]=1[NH:21][C:22]1[O:13][C:3]2[C:4]([F:12])=[C:5]([CH2:8][C:9]([O:11][CH3:24])=[O:10])[CH:6]=[CH:7][C:2]=2[N:1]=1.